Dataset: hERG potassium channel inhibition data for cardiac toxicity prediction from Karim et al.. Task: Regression/Classification. Given a drug SMILES string, predict its toxicity properties. Task type varies by dataset: regression for continuous values (e.g., LD50, hERG inhibition percentage) or binary classification for toxic/non-toxic outcomes (e.g., AMES mutagenicity, cardiotoxicity, hepatotoxicity). Dataset: herg_karim. The compound is CS(=O)(=O)Nc1ccc(OCC(O)CNCCc2ccc(F)c(F)c2)cc1. The result is 1 (blocker).